Predict the reactants needed to synthesize the given product. From a dataset of Full USPTO retrosynthesis dataset with 1.9M reactions from patents (1976-2016). (1) Given the product [S:18]1[CH:19]=[CH:20][N:21]=[C:17]1[C:13]1[CH:14]=[C:15]2[C:10](=[CH:11][CH:12]=1)[CH2:9][NH:8][CH2:16]2, predict the reactants needed to synthesize it. The reactants are: C(OC([N:8]1[CH2:16][C:15]2[C:10](=[CH:11][CH:12]=[C:13]([C:17]3[S:18][CH:19]=[CH:20][N:21]=3)[CH:14]=2)[CH2:9]1)=O)(C)(C)C.Cl. (2) Given the product [CH3:8][S:9]([O:1][C@H:2]([CH3:7])[C:3]([O:5][CH3:6])=[O:4])(=[O:11])=[O:10], predict the reactants needed to synthesize it. The reactants are: [OH:1][C@H:2]([CH3:7])[C:3]([O:5][CH3:6])=[O:4].[CH3:8][S:9](Cl)(=[O:11])=[O:10].